From a dataset of NCI-60 drug combinations with 297,098 pairs across 59 cell lines. Regression. Given two drug SMILES strings and cell line genomic features, predict the synergy score measuring deviation from expected non-interaction effect. (1) Drug 1: CCC1(CC2CC(C3=C(CCN(C2)C1)C4=CC=CC=C4N3)(C5=C(C=C6C(=C5)C78CCN9C7C(C=CC9)(C(C(C8N6C)(C(=O)OC)O)OC(=O)C)CC)OC)C(=O)OC)O.OS(=O)(=O)O. Drug 2: CC(C)NC(=O)C1=CC=C(C=C1)CNNC.Cl. Cell line: OVCAR-5. Synergy scores: CSS=-0.869, Synergy_ZIP=0.346, Synergy_Bliss=-0.336, Synergy_Loewe=-1.18, Synergy_HSA=-1.44. (2) Drug 1: COC1=CC(=CC(=C1O)OC)C2C3C(COC3=O)C(C4=CC5=C(C=C24)OCO5)OC6C(C(C7C(O6)COC(O7)C8=CC=CS8)O)O. Drug 2: CN(C)N=NC1=C(NC=N1)C(=O)N. Cell line: EKVX. Synergy scores: CSS=17.6, Synergy_ZIP=-1.40, Synergy_Bliss=-0.489, Synergy_Loewe=-31.8, Synergy_HSA=-1.74. (3) Drug 1: C1CCC(CC1)NC(=O)N(CCCl)N=O. Drug 2: C1CN(CCN1C(=O)CCBr)C(=O)CCBr. Cell line: T-47D. Synergy scores: CSS=20.3, Synergy_ZIP=-3.05, Synergy_Bliss=0.850, Synergy_Loewe=0.924, Synergy_HSA=2.02. (4) Drug 1: CC1=C(C(=CC=C1)Cl)NC(=O)C2=CN=C(S2)NC3=CC(=NC(=N3)C)N4CCN(CC4)CCO. Drug 2: CC(C)NC(=O)C1=CC=C(C=C1)CNNC.Cl. Cell line: HL-60(TB). Synergy scores: CSS=4.99, Synergy_ZIP=0.136, Synergy_Bliss=2.78, Synergy_Loewe=1.95, Synergy_HSA=1.29. (5) Drug 1: CS(=O)(=O)C1=CC(=C(C=C1)C(=O)NC2=CC(=C(C=C2)Cl)C3=CC=CC=N3)Cl. Drug 2: CC12CCC(CC1=CCC3C2CCC4(C3CC=C4C5=CN=CC=C5)C)O. Cell line: T-47D. Synergy scores: CSS=9.40, Synergy_ZIP=-1.88, Synergy_Bliss=4.96, Synergy_Loewe=1.88, Synergy_HSA=4.56.